From a dataset of Catalyst prediction with 721,799 reactions and 888 catalyst types from USPTO. Predict which catalyst facilitates the given reaction. (1) Reactant: [F:1][C:2]1[CH:3]=[C:4]([N:20]2[CH2:24][C@H:23]([CH2:25][NH:26][C:27](=[O:29])[CH3:28])[O:22][C:21]2=[O:30])[CH:5]=[CH:6][C:7]=1[CH:8]1[CH2:12][CH2:11][N:10](CC2C=CC=CC=2)[CH2:9]1. Product: [F:1][C:2]1[CH:3]=[C:4]([N:20]2[CH2:24][C@H:23]([CH2:25][NH:26][C:27](=[O:29])[CH3:28])[O:22][C:21]2=[O:30])[CH:5]=[CH:6][C:7]=1[CH:8]1[CH2:12][CH2:11][NH:10][CH2:9]1. The catalyst class is: 105. (2) Reactant: [O:1]([C:8]1[CH:30]=[CH:29][C:11]([O:12][C:13]2[N:18]=[CH:17][N:16]=[C:15]3[NH:19][N:20]=[C:21]([NH:22][C@@H:23]4[CH2:28][CH2:27][CH2:26][NH:25][CH2:24]4)[C:14]=23)=[CH:10][CH:9]=1)[C:2]1[CH:7]=[CH:6][CH:5]=[CH:4][CH:3]=1.CCN(C(C)C)C(C)C.[C:40]([Cl:44])(=[O:43])[CH2:41][CH3:42].C(O)(C(F)(F)F)=O. Product: [O:1]([C:8]1[CH:9]=[CH:10][C:11]([O:12][C:13]2[N:18]=[CH:17][N:16]=[C:15]3[NH:19][N:20]=[C:21]([NH:22][C@@H:23]4[CH2:28][CH2:27][CH2:26][N:25]([C:40](=[O:43])[CH2:41][CH3:42])[CH2:24]4)[C:14]=23)=[CH:29][CH:30]=1)[C:2]1[CH:7]=[CH:6][CH:5]=[CH:4][CH:3]=1.[ClH:44]. The catalyst class is: 3. (3) Reactant: [NH2:1][C:2]1[CH:21]=[CH:20][CH:19]=[CH:18][C:3]=1[C:4]([NH:6][C:7]1[CH:12]=[CH:11][C:10]([CH3:13])=[C:9]([C:14]([F:17])([F:16])[F:15])[CH:8]=1)=[O:5].[O:22]=[C:23]1[NH:28][CH:27]=[C:26]([CH:29]=O)[CH:25]=[CH:24]1.C12(CS(O)(=O)=O)C(C)(C)C(CC1)CC2=O. Product: [CH3:13][C:10]1[CH:11]=[CH:12][C:7]([N:6]2[C:4](=[O:5])[C:3]3[C:2](=[CH:21][CH:20]=[CH:19][CH:18]=3)[NH:1][CH:29]2[C:26]2[CH:25]=[CH:24][C:23](=[O:22])[NH:28][CH:27]=2)=[CH:8][C:9]=1[C:14]([F:15])([F:16])[F:17]. The catalyst class is: 234. (4) Reactant: [CH2:1]([N:5]([CH2:55][CH2:56][CH2:57][CH3:58])[C:6]([C:8]1[CH:12]=[C:11]([CH3:13])[N:10]([C:14]2[CH:19]=[CH:18][C:17]([NH:20][C:21](=[O:33])[CH2:22][C:23]3[C:32]4[C:27](=[CH:28][CH:29]=[CH:30][CH:31]=4)[CH:26]=[CH:25][CH:24]=3)=[CH:16][C:15]=2[C:34]([N:36]2[C@H:45]([CH2:46][O:47][Si](C(C)(C)C)(C)C)[CH2:44][C:43]3[C:38](=[CH:39][CH:40]=[CH:41][CH:42]=3)[CH2:37]2)=[O:35])[N:9]=1)=[O:7])[CH2:2][CH2:3][CH3:4].Cl.C([O-])(O)=O.[Na+]. Product: [CH2:55]([N:5]([CH2:1][CH2:2][CH2:3][CH3:4])[C:6]([C:8]1[CH:12]=[C:11]([CH3:13])[N:10]([C:14]2[CH:19]=[CH:18][C:17]([NH:20][C:21](=[O:33])[CH2:22][C:23]3[C:32]4[C:27](=[CH:28][CH:29]=[CH:30][CH:31]=4)[CH:26]=[CH:25][CH:24]=3)=[CH:16][C:15]=2[C:34]([N:36]2[C@H:45]([CH2:46][OH:47])[CH2:44][C:43]3[C:38](=[CH:39][CH:40]=[CH:41][CH:42]=3)[CH2:37]2)=[O:35])[N:9]=1)=[O:7])[CH2:56][CH2:57][CH3:58]. The catalyst class is: 20. (5) Reactant: [C:1]([C:3]1[CH:8]=[CH:7][C:6]([NH:9][C:10](=[O:12])[CH3:11])=[C:5]([O:13][C:14]([F:17])([F:16])[F:15])[CH:4]=1)#[N:2].Cl.[NH2:19][OH:20].C([O-])(=O)C.[Na+]. Product: [OH:20][NH:19][C:1]([C:3]1[CH:8]=[CH:7][C:6]([NH:9][C:10](=[O:12])[CH3:11])=[C:5]([O:13][C:14]([F:15])([F:17])[F:16])[CH:4]=1)=[NH:2]. The catalyst class is: 32. (6) Reactant: [O:1]([C:8]1[CH:9]=[C:10]([CH:23]=[CH:24][CH:25]=1)[CH2:11][S:12][C:13]1[S:14][C:15]2[CH:21](O)[CH2:20][CH2:19][CH2:18][C:16]=2[N:17]=1)[C:2]1[CH:7]=[CH:6][CH:5]=[CH:4][CH:3]=1.S(Cl)(Cl)=O.[C:30]([O:38][CH2:39][CH3:40])(=[O:37])[CH2:31][C:32]([O:34][CH2:35][CH3:36])=[O:33].[H-].[Na+].Cl. Product: [CH2:35]([O:34][C:32](=[O:33])[CH:31]([CH:21]1[C:15]2[S:14][C:13]([S:12][CH2:11][C:10]3[CH:23]=[CH:24][CH:25]=[C:8]([O:1][C:2]4[CH:3]=[CH:4][CH:5]=[CH:6][CH:7]=4)[CH:9]=3)=[N:17][C:16]=2[CH2:18][CH2:19][CH2:20]1)[C:30]([O:38][CH2:39][CH3:40])=[O:37])[CH3:36]. The catalyst class is: 207. (7) Reactant: [CH:1]1([CH:5]([C:17]2[CH:21]=[C:20]([C:22]3[CH:27]=[CH:26][CH:25]=[CH:24][CH:23]=3)[O:19][C:18]=2[CH3:28])[O:6][C:7]2[CH:16]=[CH:15][C:10]([C:11]([O:13]C)=[O:12])=[CH:9][CH:8]=2)[CH2:4][CH2:3][CH2:2]1.[OH-].[Li+].O.Cl. Product: [CH:1]1([CH:5]([C:17]2[CH:21]=[C:20]([C:22]3[CH:27]=[CH:26][CH:25]=[CH:24][CH:23]=3)[O:19][C:18]=2[CH3:28])[O:6][C:7]2[CH:16]=[CH:15][C:10]([C:11]([OH:13])=[O:12])=[CH:9][CH:8]=2)[CH2:4][CH2:3][CH2:2]1. The catalyst class is: 111. (8) Product: [Cl:13][C:11]([C:10]1[C:9]([I:14])=[C:8]([N:15]([CH3:16])[C:23]([CH2:22][O:21][C:18](=[O:20])[CH3:19])=[O:24])[C:7]([I:17])=[C:3]([C:4]([Cl:6])=[O:5])[C:2]=1[I:1])=[O:12]. The catalyst class is: 566. Reactant: [I:1][C:2]1[C:10]([C:11]([Cl:13])=[O:12])=[C:9]([I:14])[C:8]([NH:15][CH3:16])=[C:7]([I:17])[C:3]=1[C:4]([Cl:6])=[O:5].[C:18]([O:21][CH2:22][C:23](Cl)=[O:24])(=[O:20])[CH3:19].